From a dataset of Forward reaction prediction with 1.9M reactions from USPTO patents (1976-2016). Predict the product of the given reaction. (1) Given the reactants [CH3:1][O:2][C:3](=[O:22])[CH:4]([O:20][CH3:21])[CH2:5][C:6]1[CH:11]=[CH:10][CH:9]=[C:8]([O:12]CC2C=CC=CC=2)[CH:7]=1, predict the reaction product. The product is: [CH3:1][O:2][C:3](=[O:22])[CH:4]([O:20][CH3:21])[CH2:5][C:6]1[CH:11]=[CH:10][CH:9]=[C:8]([OH:12])[CH:7]=1. (2) Given the reactants [CH:1]1([CH2:4][O:5][C:6]2[C:11]([O:12][CH3:13])=[CH:10][CH:9]=[CH:8][C:7]=2/[CH:14]=[CH:15]/[C:16]2[N:17]=[C:18]3[N:22]([C:23]=2[C:24]([O:26]CC)=[O:25])[CH:21]=[CH:20][S:19]3)[CH2:3][CH2:2]1.O[Li].O.Cl, predict the reaction product. The product is: [CH:1]1([CH2:4][O:5][C:6]2[C:11]([O:12][CH3:13])=[CH:10][CH:9]=[CH:8][C:7]=2/[CH:14]=[CH:15]/[C:16]2[N:17]=[C:18]3[N:22]([C:23]=2[C:24]([OH:26])=[O:25])[CH:21]=[CH:20][S:19]3)[CH2:3][CH2:2]1.